Dataset: Peptide-MHC class II binding affinity with 134,281 pairs from IEDB. Task: Regression. Given a peptide amino acid sequence and an MHC pseudo amino acid sequence, predict their binding affinity value. This is MHC class II binding data. (1) The peptide sequence is NRATWASHIHLVIHR. The MHC is DRB1_1101 with pseudo-sequence DRB1_1101. The binding affinity (normalized) is 0.638. (2) The peptide sequence is LRPTFDTRLMRLEDE. The MHC is HLA-DPA10301-DPB10402 with pseudo-sequence HLA-DPA10301-DPB10402. The binding affinity (normalized) is 0.266. (3) The peptide sequence is NTLYLQMNSLRAEDT. The MHC is DRB3_0202 with pseudo-sequence DRB3_0202. The binding affinity (normalized) is 0.600. (4) The peptide sequence is VWGQKYFKGNFERLA. The MHC is HLA-DPA10103-DPB10301 with pseudo-sequence HLA-DPA10103-DPB10301. The binding affinity (normalized) is 0.202.